This data is from NCI-60 drug combinations with 297,098 pairs across 59 cell lines. The task is: Regression. Given two drug SMILES strings and cell line genomic features, predict the synergy score measuring deviation from expected non-interaction effect. (1) Drug 1: C1=NC(=NC(=O)N1C2C(C(C(O2)CO)O)O)N. Drug 2: COC1=C2C(=CC3=C1OC=C3)C=CC(=O)O2. Cell line: NCI-H226. Synergy scores: CSS=17.7, Synergy_ZIP=-5.06, Synergy_Bliss=0.449, Synergy_Loewe=-10.9, Synergy_HSA=0.202. (2) Drug 1: C1=C(C(=O)NC(=O)N1)F. Drug 2: CNC(=O)C1=NC=CC(=C1)OC2=CC=C(C=C2)NC(=O)NC3=CC(=C(C=C3)Cl)C(F)(F)F. Cell line: PC-3. Synergy scores: CSS=42.9, Synergy_ZIP=0.349, Synergy_Bliss=2.49, Synergy_Loewe=4.74, Synergy_HSA=6.30. (3) Drug 1: C1=CC(=CC=C1CC(C(=O)O)N)N(CCCl)CCCl.Cl. Drug 2: CC1=C(C(CCC1)(C)C)C=CC(=CC=CC(=CC(=O)O)C)C. Cell line: SW-620. Synergy scores: CSS=8.03, Synergy_ZIP=-3.53, Synergy_Bliss=1.58, Synergy_Loewe=-6.53, Synergy_HSA=-2.99. (4) Synergy scores: CSS=-1.21, Synergy_ZIP=-2.57, Synergy_Bliss=-1.06, Synergy_Loewe=-4.78, Synergy_HSA=-2.14. Drug 1: C1=NC2=C(N=C(N=C2N1C3C(C(C(O3)CO)O)O)F)N. Drug 2: C1=NNC2=C1C(=O)NC=N2. Cell line: TK-10. (5) Drug 1: CS(=O)(=O)CCNCC1=CC=C(O1)C2=CC3=C(C=C2)N=CN=C3NC4=CC(=C(C=C4)OCC5=CC(=CC=C5)F)Cl. Drug 2: C1CC(=O)NC(=O)C1N2C(=O)C3=CC=CC=C3C2=O. Cell line: SF-539. Synergy scores: CSS=-0.480, Synergy_ZIP=-0.459, Synergy_Bliss=-2.16, Synergy_Loewe=-3.04, Synergy_HSA=-2.63.